Dataset: Catalyst prediction with 721,799 reactions and 888 catalyst types from USPTO. Task: Predict which catalyst facilitates the given reaction. (1) The catalyst class is: 257. Reactant: Br[C:2]1[S:6][CH:5]=[C:4]([C:7]([O:9][CH3:10])=[O:8])[C:3]=1[CH3:11].CC1(C)C(C)(C)OB([C:20]2[CH2:21][N:22]([C:25]([O:27][C:28]([CH3:31])([CH3:30])[CH3:29])=[O:26])[CH2:23][CH:24]=2)O1.CN(C=O)C.C([O-])([O-])=O.[Na+].[Na+]. Product: [CH3:10][O:9][C:7]([C:4]1[C:3]([CH3:11])=[C:2]([C:24]2[CH2:23][N:22]([C:25]([O:27][C:28]([CH3:31])([CH3:30])[CH3:29])=[O:26])[CH2:21][CH:20]=2)[S:6][CH:5]=1)=[O:8]. (2) Reactant: [CH3:1][O:2][C:3](=[O:17])[C:4]1[CH:9]=[CH:8][C:7]([NH:10][CH2:11][CH2:12][F:13])=[C:6]([N+:14]([O-])=O)[CH:5]=1. Product: [CH3:1][O:2][C:3](=[O:17])[C:4]1[CH:9]=[CH:8][C:7]([NH:10][CH2:11][CH2:12][F:13])=[C:6]([NH2:14])[CH:5]=1. The catalyst class is: 515. (3) Product: [CH2:1]([O:3][C:4]([N:6]1[CH2:11][CH2:10][N:9]([C:12](=[O:47])[C@@H:13]([NH:23][C:24]([C:26]2[CH:30]=[C:29]([O:31][C:32]3([C:36]([OH:38])=[O:37])[CH2:33][CH2:34][CH2:35]3)[N:28]([C:41]3[CH:46]=[CH:45][CH:44]=[CH:43][CH:42]=3)[N:27]=2)=[O:25])[CH2:14][CH2:15][C:16]([O:18][C:19]([CH3:22])([CH3:21])[CH3:20])=[O:17])[CH2:8][CH2:7]1)=[O:5])[CH3:2]. Reactant: [CH2:1]([O:3][C:4]([N:6]1[CH2:11][CH2:10][N:9]([C:12](=[O:47])[C@@H:13]([NH:23][C:24]([C:26]2[CH:30]=[C:29]([O:31][C:32]3([C:36]([O:38]CC)=[O:37])[CH2:35][CH2:34][CH2:33]3)[N:28]([C:41]3[CH:46]=[CH:45][CH:44]=[CH:43][CH:42]=3)[N:27]=2)=[O:25])[CH2:14][CH2:15][C:16]([O:18][C:19]([CH3:22])([CH3:21])[CH3:20])=[O:17])[CH2:8][CH2:7]1)=[O:5])[CH3:2].[OH-].[Na+].Cl. The catalyst class is: 1.